This data is from Catalyst prediction with 721,799 reactions and 888 catalyst types from USPTO. The task is: Predict which catalyst facilitates the given reaction. (1) Reactant: [N:1]([CH2:4][C:5]1([F:21])[CH2:10][CH2:9][N:8]([C:11]([O:13][CH2:14][C:15]2[CH:20]=[CH:19][CH:18]=[CH:17][CH:16]=2)=[O:12])[CH2:7][CH2:6]1)=[N+]=[N-].O.C1(P(C2C=CC=CC=2)C2C=CC=CC=2)C=CC=CC=1. Product: [NH2:1][CH2:4][C:5]1([F:21])[CH2:6][CH2:7][N:8]([C:11]([O:13][CH2:14][C:15]2[CH:20]=[CH:19][CH:18]=[CH:17][CH:16]=2)=[O:12])[CH2:9][CH2:10]1. The catalyst class is: 1. (2) Reactant: [O:1]=[C:2]1[CH:7]=[CH:6][CH2:5][C:4]2([CH2:12][CH2:11][N:10]([C:13]([O:15][C:16]([CH3:19])([CH3:18])[CH3:17])=[O:14])[CH2:9][CH2:8]2)[N:3]1[CH2:20][C:21]1[CH:29]=[CH:28][CH:27]=[C:26]2[C:22]=1[CH:23]=[CH:24][N:25]2[S:30]([C:33]1[CH:39]=[CH:38][C:36]([CH3:37])=[CH:35][CH:34]=1)(=[O:32])=[O:31]. Product: [O:1]=[C:2]1[CH2:7][CH2:6][CH2:5][C:4]2([CH2:12][CH2:11][N:10]([C:13]([O:15][C:16]([CH3:18])([CH3:17])[CH3:19])=[O:14])[CH2:9][CH2:8]2)[N:3]1[CH2:20][C:21]1[CH:29]=[CH:28][CH:27]=[C:26]2[C:22]=1[CH:23]=[CH:24][N:25]2[S:30]([C:33]1[CH:39]=[CH:38][C:36]([CH3:37])=[CH:35][CH:34]=1)(=[O:32])=[O:31]. The catalyst class is: 19.